From a dataset of Merck oncology drug combination screen with 23,052 pairs across 39 cell lines. Regression. Given two drug SMILES strings and cell line genomic features, predict the synergy score measuring deviation from expected non-interaction effect. (1) Drug 1: N#Cc1ccc(Cn2cncc2CN2CCN(c3cccc(Cl)c3)C(=O)C2)cc1. Drug 2: COC1CC2CCC(C)C(O)(O2)C(=O)C(=O)N2CCCCC2C(=O)OC(C(C)CC2CCC(OP(C)(C)=O)C(OC)C2)CC(=O)C(C)C=C(C)C(O)C(OC)C(=O)C(C)CC(C)C=CC=CC=C1C. Cell line: A2058. Synergy scores: synergy=58.9. (2) Drug 1: CN(C)C(=N)N=C(N)N. Drug 2: CNC(=O)c1cc(Oc2ccc(NC(=O)Nc3ccc(Cl)c(C(F)(F)F)c3)cc2)ccn1. Cell line: COLO320DM. Synergy scores: synergy=3.59.